Dataset: Catalyst prediction with 721,799 reactions and 888 catalyst types from USPTO. Task: Predict which catalyst facilitates the given reaction. Reactant: [CH3:1][O:2][C:3]([C:5]1[C:10]([NH2:11])=[N:9][C:8](Cl)=[CH:7][N:6]=1)=[O:4].[CH2:13]([Sn](CCCC)(CCCC)C=C)[CH2:14]CC.[Cl-].[Li+].O. Product: [CH3:1][O:2][C:3]([C:5]1[C:10]([NH2:11])=[N:9][C:8]([CH:13]=[CH2:14])=[CH:7][N:6]=1)=[O:4]. The catalyst class is: 233.